Task: Predict the product of the given reaction.. Dataset: Forward reaction prediction with 1.9M reactions from USPTO patents (1976-2016) (1) Given the reactants [N:1]1[CH:6]=[CH:5][CH:4]=[C:3]([C:7]2[N:16]=[C:10]3[CH:11]=[CH:12][C:13]([NH2:15])=[CH:14][N:9]3[N:8]=2)[CH:2]=1.[CH2:17]([O:19][C:20]([C:22]1[CH:23]=[N:24][N:25]([CH3:30])[C:26]=1[C:27](O)=[O:28])=[O:21])[CH3:18].CCCP(=O)=O.C(OCC)(=O)C.C(N(CC)C(C)C)(C)C, predict the reaction product. The product is: [CH2:17]([O:19][C:20]([C:22]1[CH:23]=[N:24][N:25]([CH3:30])[C:26]=1[C:27](=[O:28])[NH:15][C:13]1[CH:12]=[CH:11][C:10]2[N:9]([N:8]=[C:7]([C:3]3[CH:2]=[N:1][CH:6]=[CH:5][CH:4]=3)[N:16]=2)[CH:14]=1)=[O:21])[CH3:18]. (2) Given the reactants [CH:1]1([C:4]2[CH:9]=[CH:8][C:7]([O:10]COC)=[C:6]([CH2:14][CH3:15])[CH:5]=2)[CH2:3][CH2:2]1, predict the reaction product. The product is: [CH:1]1([C:4]2[CH:9]=[CH:8][C:7]([OH:10])=[C:6]([CH2:14][CH3:15])[CH:5]=2)[CH2:3][CH2:2]1. (3) Given the reactants [NH:1]1[C:9]2[C:4](=[CH:5][C:6]([NH:10][C:11]3[N:20]=[CH:19][C:18]([CH:21]4[CH2:23][CH2:22]4)=[CH:17][C:12]=3[C:13]([O:15]C)=[O:14])=[CH:7][CH:8]=2)[CH:3]=[CH:2]1.CC(C)([O-])C.[K+].[CH3:30][O:31][CH2:32][CH2:33]Br.Cl, predict the reaction product. The product is: [CH:21]1([C:18]2[CH:19]=[N:20][C:11]([NH:10][C:6]3[CH:5]=[C:4]4[C:9](=[CH:8][CH:7]=3)[N:1]([CH2:33][CH2:32][O:31][CH3:30])[CH:2]=[CH:3]4)=[C:12]([CH:17]=2)[C:13]([OH:15])=[O:14])[CH2:23][CH2:22]1. (4) Given the reactants CS([O:5][CH2:6][CH2:7][N:8]1[C:16]2[C:11](=[CH:12][CH:13]=[CH:14][CH:15]=2)[CH:10]=[CH:9]1)(=O)=O.[CH2:17]([O:19][C:20](=[O:38])[CH2:21][N:22]([CH2:31][C:32]1[CH:37]=[CH:36][CH:35]=[CH:34][CH:33]=1)[CH2:23][C:24]1[CH:29]=[CH:28][CH:27]=[C:26](O)[CH:25]=1)[CH3:18].C(=O)([O-])[O-].[K+].[K+], predict the reaction product. The product is: [CH2:17]([O:19][C:20](=[O:38])[CH2:21][N:22]([CH2:23][C:24]1[CH:29]=[CH:28][CH:27]=[CH:26][CH:25]=1)[CH2:31][C:32]1[CH:33]=[CH:34][CH:35]=[C:36]([O:5][CH2:6][CH2:7][N:8]2[C:16]3[C:11](=[CH:12][CH:13]=[CH:14][CH:15]=3)[CH:10]=[CH:9]2)[CH:37]=1)[CH3:18]. (5) Given the reactants C[Si](C)(C)[O:3][C:4]1([C:11]#[N:12])[CH2:10][CH2:9][CH2:8][CH2:7][CH2:6][CH2:5]1.[H-].[Al+3].[Li+].[H-].[H-].[H-].O.[OH-].[Na+], predict the reaction product. The product is: [NH2:12][CH2:11][C:4]1([OH:3])[CH2:10][CH2:9][CH2:8][CH2:7][CH2:6][CH2:5]1.